Dataset: Catalyst prediction with 721,799 reactions and 888 catalyst types from USPTO. Task: Predict which catalyst facilitates the given reaction. Reactant: C(=O)([O-])[O-].[K+:5].[K+].[C:7]([C:9]1[CH:10]=[C:11]([C:15]2[N:16]=[C:17]([CH:25]3[CH2:30][CH2:29][CH:28]([O:31][CH2:32][C:33]([OH:35])=[O:34])[CH2:27][CH2:26]3)[CH:18]=[C:19]3[C:24]=2[N:23]=[CH:22][CH:21]=[CH:20]3)[CH:12]=[CH:13][CH:14]=1)#[N:8]. Product: [C:7]([C:9]1[CH:10]=[C:11]([C:15]2[N:16]=[C:17]([CH:25]3[CH2:26][CH2:27][CH:28]([O:31][CH2:32][C:33]([O-:35])=[O:34])[CH2:29][CH2:30]3)[CH:18]=[C:19]3[C:24]=2[N:23]=[CH:22][CH:21]=[CH:20]3)[CH:12]=[CH:13][CH:14]=1)#[N:8].[K+:5]. The catalyst class is: 72.